From a dataset of Reaction yield outcomes from USPTO patents with 853,638 reactions. Predict the reaction yield, written as a fraction of the theoretical maximum amount of product (1.0 means a 100% yield; for example, 0.34 means a 34% yield). (1) The reactants are [CH3:1][O:2][C:3]1[CH:4]=[C:5]2[C:10](=[CH:11][C:12]=1[O:13][CH3:14])[N:9]=[CH:8][CH:7]=[C:6]2[O:15][C:16]1[CH:21]=[CH:20][C:19]([OH:22])=[CH:18][CH:17]=1.[H-].[Na+].COC1C=C2C(=CC=1OC)N=[CH:32][CH:31]=[C:30]2[O:39][C:40]1[CH:45]=[CH:44][C:43](NC(NC2CCNCC2)=O)=[CH:42][CH:41]=1.[C:56](=O)([O-])O.[Na+]. The catalyst is CN(C)C=O. The product is [CH3:1][O:2][C:3]1[CH:4]=[C:5]2[C:10](=[CH:11][C:12]=1[O:13][CH3:14])[N:9]=[CH:8][CH:7]=[C:6]2[O:15][C:16]1[CH:17]=[CH:18][C:19]([O:22][CH2:32][CH2:31][CH2:30][O:39][C:40]2[CH:41]=[CH:42][CH:43]=[C:44]([CH3:56])[CH:45]=2)=[CH:20][CH:21]=1. The yield is 0.970. (2) The yield is 0.590. The product is [CH2:33]([N:35]([CH2:36][CH3:37])[CH2:3][CH:2]([OH:1])[CH2:4][O:5][C:6]1[CH:7]=[C:8]([N:12]2[C:16]3[CH:17]=[CH:18][CH:19]=[CH:20][C:15]=3[C:14](=[N:21][C:22]3[CH:27]=[CH:26][CH:25]=[C:24]([C:28]([F:29])([F:31])[F:30])[CH:23]=3)[C:13]2=[O:32])[CH:9]=[CH:10][CH:11]=1)[CH3:34]. The catalyst is CCO. The reactants are [O:1]1[CH2:3][CH:2]1[CH2:4][O:5][C:6]1[CH:7]=[C:8]([N:12]2[C:16]3[CH:17]=[CH:18][CH:19]=[CH:20][C:15]=3[C:14](=[N:21][C:22]3[CH:27]=[CH:26][CH:25]=[C:24]([C:28]([F:31])([F:30])[F:29])[CH:23]=3)[C:13]2=[O:32])[CH:9]=[CH:10][CH:11]=1.[CH2:33]([NH:35][CH2:36][CH3:37])[CH3:34]. (3) The reactants are [Cl:1][C:2]1[C:3]2[C@H:10]([CH3:11])[CH2:9][CH2:8][C:4]=2[N:5]=[CH:6][N:7]=1.C1C=C(Cl)C=C(C(OO)=[O:20])C=1.[O-]S([O-])(=S)=O.[Na+].[Na+].C([O-])([O-])=O.[Na+].[Na+]. The catalyst is C(Cl)(Cl)Cl.O. The product is [Cl:1][C:2]1[N:7]=[CH:6][N+:5]([O-:20])=[C:4]2[CH2:8][CH2:9][C@@H:10]([CH3:11])[C:3]=12. The yield is 0.530. (4) The reactants are [CH:1]1([CH2:6][CH:7]([C:11]2[CH:16]=[CH:15][C:14]([Cl:17])=[C:13]([Cl:18])[CH:12]=2)[C:8]([OH:10])=O)[CH2:5][CH2:4][CH2:3][CH2:2]1.F[P-](F)(F)(F)(F)F.N1(O[P+](N(C)C)(N(C)C)N(C)C)C2C=CC=CC=2N=N1.C(N(CC)CC)C.[NH2:53][C:54]1[CH:63]=[CH:62][C:61]2[C:56](=[CH:57][CH:58]=[CH:59][CH:60]=2)[N:55]=1. The catalyst is CN(C)C=O.O.C(OCC)(=O)C. The product is [CH:1]1([CH2:6][CH:7]([C:11]2[CH:16]=[CH:15][C:14]([Cl:17])=[C:13]([Cl:18])[CH:12]=2)[C:8]([NH:53][C:54]2[CH:63]=[CH:62][C:61]3[C:56](=[CH:57][CH:58]=[CH:59][CH:60]=3)[N:55]=2)=[O:10])[CH2:2][CH2:3][CH2:4][CH2:5]1. The yield is 0.500. (5) The reactants are [Br:1][C:2]1[CH:3]=[N:4][C:5]([CH2:8][CH2:9][NH:10]C(=O)OC(C)(C)C)=[N:6][CH:7]=1.FC(F)(F)C(O)=O.C(=O)(O)[O-].[Na+]. The catalyst is ClCCl. The product is [Br:1][C:2]1[CH:3]=[N:4][C:5]([CH2:8][CH2:9][NH2:10])=[N:6][CH:7]=1. The yield is 0.800. (6) The reactants are [F:1][C:2]1([F:26])[C:11]2[CH:10]=[N:9][C:8]([NH:12][CH:13]3[CH2:18][CH2:17][O:16][CH2:15][CH2:14]3)=[N:7][C:6]=2[CH2:5][N:4](C(OC(C)(C)C)=O)[CH2:3]1.[ClH:27].CC(O)C. The catalyst is C(Cl)Cl. The product is [ClH:27].[F:26][C:2]1([F:1])[C:11]2[CH:10]=[N:9][C:8]([NH:12][CH:13]3[CH2:14][CH2:15][O:16][CH2:17][CH2:18]3)=[N:7][C:6]=2[CH2:5][NH:4][CH2:3]1. The yield is 1.00. (7) The reactants are [O:1]1[C:5]2[CH:6]=[CH:7][CH:8]=[CH:9][C:4]=2[N:3]=[C:2]1[C:10]1[CH:11]=[CH:12][C:13]([NH:17][CH:18]2[CH2:23][CH2:22][O:21][CH2:20][CH2:19]2)=[C:14]([CH:16]=1)[NH2:15].Cl.[Cl:25][C:26]([Cl:32])([Cl:31])[C:27](=N)OC.O. The catalyst is C(O)(=O)C. The product is [O:1]1[C:5]2[CH:6]=[CH:7][CH:8]=[CH:9][C:4]=2[N:3]=[C:2]1[C:10]1[CH:11]=[CH:12][C:13]2[N:17]([CH:18]3[CH2:23][CH2:22][O:21][CH2:20][CH2:19]3)[C:27]([C:26]([Cl:32])([Cl:31])[Cl:25])=[N:15][C:14]=2[CH:16]=1. The yield is 0.930. (8) The reactants are C(OC([N:8]1[C:12]2[CH:13]=[CH:14][CH:15]=[CH:16][C:11]=2[N:10]=[C:9]1[CH2:17][NH:18][CH:19]1[C:28]2[N:27]=[CH:26][CH:25]=[CH:24][C:23]=2[CH2:22][CH2:21][CH2:20]1)=O)(C)(C)C.[CH:29]1[C:34]([CH:35]=O)=[CH:33][C:32]2[O:37][CH2:38][O:39][C:31]=2[CH:30]=1.CC(O)=O.[BH-](OC(C)=O)(OC(C)=O)OC(C)=O.[Na+]. The catalyst is C1COCC1.C(Cl)Cl.FC(F)(F)C(O)=O. The product is [O:39]1[C:31]2[CH:30]=[CH:29][C:34]([CH2:35][N:18]([CH2:17][C:9]3[NH:8][C:12]4[CH:13]=[CH:14][CH:15]=[CH:16][C:11]=4[N:10]=3)[CH:19]3[C:28]4[N:27]=[CH:26][CH:25]=[CH:24][C:23]=4[CH2:22][CH2:21][CH2:20]3)=[CH:33][C:32]=2[O:37][CH2:38]1. The yield is 0.330. (9) The reactants are [CH3:1][O:2][C:3]1[CH:4]=[C:5]2[C:10](=[CH:11][C:12]=1[O:13][CH3:14])[N:9]=[CH:8][CH:7]=[C:6]2[O:15][C:16]1[CH:22]=[CH:21][C:19]([NH2:20])=[C:18]([CH3:23])[C:17]=1[CH3:24].Cl[C:26](Cl)([O:28][C:29](=[O:35])OC(Cl)(Cl)Cl)Cl.[C:37]1([C:43]2[CH:48]=[CH:47]C(O)=[CH:45][CH:44]=2)[CH:42]=[CH:41][CH:40]=[CH:39][CH:38]=1.C(=O)(O)[O-].[Na+]. The catalyst is C(Cl)Cl.C(N(CC)CC)C.C1(C)C=CC=CC=1. The product is [CH3:1][O:2][C:3]1[CH:4]=[C:5]2[C:10](=[CH:11][C:12]=1[O:13][CH3:14])[N:9]=[CH:8][CH:7]=[C:6]2[O:15][C:16]1[CH:22]=[CH:21][C:19]([NH:20][C:29](=[O:35])[O:28][C:26]2[CH:45]=[CH:44][C:43]([C:37]3[CH:42]=[CH:41][CH:40]=[CH:39][CH:38]=3)=[CH:48][CH:47]=2)=[C:18]([CH3:23])[C:17]=1[CH3:24]. The yield is 0.430.